From a dataset of Full USPTO retrosynthesis dataset with 1.9M reactions from patents (1976-2016). Predict the reactants needed to synthesize the given product. Given the product [CH3:1][S:2]([C:5]1[CH:6]=[CH:7][C:8]([C:11]2[C:12]([O:22][C:23]3[CH:28]=[CH:27][C:26]([O:29][CH2:30][CH2:31][N:32]4[CH2:37][CH2:36][CH2:35][CH2:34][CH2:33]4)=[CH:25][CH:24]=3)=[C:13]3[C:18](=[CH:19][CH:20]=2)[CH:17]=[C:16]([O:21][C:43](=[O:44])[C:42]2[CH:46]=[CH:47][C:39]([F:38])=[CH:40][CH:41]=2)[CH:15]=[CH:14]3)=[CH:9][CH:10]=1)(=[O:4])=[O:3], predict the reactants needed to synthesize it. The reactants are: [CH3:1][S:2]([C:5]1[CH:10]=[CH:9][C:8]([C:11]2[C:12]([O:22][C:23]3[CH:28]=[CH:27][C:26]([O:29][CH2:30][CH2:31][N:32]4[CH2:37][CH2:36][CH2:35][CH2:34][CH2:33]4)=[CH:25][CH:24]=3)=[C:13]3[C:18](=[CH:19][CH:20]=2)[CH:17]=[C:16]([OH:21])[CH:15]=[CH:14]3)=[CH:7][CH:6]=1)(=[O:4])=[O:3].[F:38][C:39]1[CH:47]=[CH:46][C:42]([C:43](Cl)=[O:44])=[CH:41][CH:40]=1.C(=O)(O)[O-].[Na+].